This data is from Forward reaction prediction with 1.9M reactions from USPTO patents (1976-2016). The task is: Predict the product of the given reaction. (1) Given the reactants C([C@H]1COC(=O)N1[C:14](=[O:30])[C@H:15]([C:24]1[CH:29]=[CH:28][CH:27]=[CH:26][CH:25]=1)[CH2:16][C:17]([O:19][C:20]([CH3:23])([CH3:22])[CH3:21])=[O:18])C1C=CC=CC=1.OO.[Li+].[OH-].[O-:35]S([O-])=O.[Na+].[Na+].C([O-])(O)=O.[Na+], predict the reaction product. The product is: [C:20]([O:19][C:17](=[O:18])[CH2:16][C@@H:15]([C:24]1[CH:25]=[CH:26][CH:27]=[CH:28][CH:29]=1)[C:14]([OH:30])=[O:35])([CH3:21])([CH3:22])[CH3:23]. (2) Given the reactants C(O)(C(F)(F)F)=O.C(O[N:13]([CH2:17][C:18]1[NH:22][C:21]2[CH:23]=[CH:24][CH:25]=[C:26]([C:27]([O:29][CH3:30])=[O:28])[C:20]=2[N:19]=1)[CH:14]=C=O)(C)(C)C, predict the reaction product. The product is: [CH3:14][NH:13][CH2:17][C:18]1[NH:19][C:20]2[C:26]([C:27]([O:29][CH3:30])=[O:28])=[CH:25][CH:24]=[CH:23][C:21]=2[N:22]=1. (3) Given the reactants [Cl:1][C:2]1[N:10]=[C:9]2[C:5]([N:6]=[CH:7][NH:8]2)=[C:4]([N:11]2[CH2:16][CH2:15][O:14][CH2:13][CH2:12]2)[N:3]=1.Br[CH2:18][CH2:19][O:20][CH:21]1[CH2:26][CH2:25][CH2:24][CH2:23][O:22]1.C(=O)([O-])[O-].[K+].[K+], predict the reaction product. The product is: [Cl:1][C:2]1[N:10]=[C:9]2[C:5]([N:6]=[CH:7][N:8]2[CH2:18][CH2:19][O:20][CH:21]2[CH2:26][CH2:25][CH2:24][CH2:23][O:22]2)=[C:4]([N:11]2[CH2:12][CH2:13][O:14][CH2:15][CH2:16]2)[N:3]=1.